Dataset: Reaction yield outcomes from USPTO patents with 853,638 reactions. Task: Predict the reaction yield, written as a fraction of the theoretical maximum amount of product (1.0 means a 100% yield; for example, 0.34 means a 34% yield). The reactants are [Cl:1][C:2]1[N:7]=[C:6]([CH:8]=[CH:9][C:10]2[CH:11]=[C:12]([NH:16][C:17](=[O:22])[C:18]([F:21])([F:20])[F:19])[CH:13]=[CH:14][CH:15]=2)[CH:5]=[CH:4][N:3]=1.[N+]([O-])([O-])=O.[NH2:27][N+:28]1[CH:33]=[CH:32][CH:31]=[C:30]([F:34])[CH:29]=1.C([O-])([O-])=O.[K+].[K+].[Li+].[Cl-]. The catalyst is CN(C=O)C. The product is [Cl:1][C:2]1[N:7]=[C:6]([C:8]2[C:9]([C:10]3[CH:11]=[C:12]([NH:16][C:17](=[O:22])[C:18]([F:19])([F:20])[F:21])[CH:13]=[CH:14][CH:15]=3)=[N:27][N:28]3[CH:29]=[C:30]([F:34])[CH:31]=[CH:32][C:33]=23)[CH:5]=[CH:4][N:3]=1. The yield is 0.300.